From a dataset of CYP1A2 inhibition data for predicting drug metabolism from PubChem BioAssay. Regression/Classification. Given a drug SMILES string, predict its absorption, distribution, metabolism, or excretion properties. Task type varies by dataset: regression for continuous measurements (e.g., permeability, clearance, half-life) or binary classification for categorical outcomes (e.g., BBB penetration, CYP inhibition). Dataset: cyp1a2_veith. (1) The compound is CCCNC(=O)OC[C@@H]1O[C@H](CCO/N=C(\C)CCC(=O)OC[C@@H]2O[C@H](C#Cc3ccccc3)C=C[C@@H]2Oc2ccc(C)cc2)C=C[C@@H]1Oc1ccc(OC)cc1. The result is 0 (non-inhibitor). (2) The drug is O=C(O)[C@H]1C[C@@H]1[C@H](NP(=O)(c1ccccc1)c1ccccc1)c1ccccc1. The result is 0 (non-inhibitor). (3) The drug is N#CCCn1c(=O)c(-c2ccc(Cl)cc2)nc2cnc(OCc3ccccc3)nc21. The result is 1 (inhibitor). (4) The molecule is COc1cccc2cc(NC(=O)C3CCCCC3)c(=O)oc12. The result is 1 (inhibitor). (5) The molecule is CC[C@]1(c2cccc(O)c2)CCCCN(C)C1. The result is 0 (non-inhibitor). (6) The compound is O=c1cnc2cnc(N3CCNCC3)nc2n1Cc1ccc(F)cc1. The result is 1 (inhibitor). (7) The drug is CC(=O)[C@@H]1CC[C@@H]2[C@@H]3C[C@H](C)C4=CC(=O)CC[C@@]4(C)[C@H]3[C@H](O)C[C@@]12C. The result is 0 (non-inhibitor). (8) The compound is COC(=O)c1sc(=S)n(-c2ccccc2OC)c1N. The result is 0 (non-inhibitor). (9) The drug is C[C@@H]1O[C@H](C[N+](C)(C)C)C[C@H]1O. The result is 0 (non-inhibitor).